This data is from Full USPTO retrosynthesis dataset with 1.9M reactions from patents (1976-2016). The task is: Predict the reactants needed to synthesize the given product. Given the product [F:13][C:14]([F:27])([F:26])[S:15]([O:4][CH2:3][C:2]([F:6])([F:5])[F:1])(=[O:17])=[O:16], predict the reactants needed to synthesize it. The reactants are: [F:1][C:2]([F:6])([F:5])[CH2:3][OH:4].N1C=CC=CC=1.[F:13][C:14]([F:27])([F:26])[S:15](O[S:15]([C:14]([F:27])([F:26])[F:13])(=[O:17])=[O:16])(=[O:17])=[O:16].